This data is from Reaction yield outcomes from USPTO patents with 853,638 reactions. The task is: Predict the reaction yield, written as a fraction of the theoretical maximum amount of product (1.0 means a 100% yield; for example, 0.34 means a 34% yield). (1) The reactants are [C:1]([O:5][C:6](=[O:38])[NH:7][C:8]([C:10]1[CH:15]=[CH:14][C:13]([CH2:16][NH:17][C:18]([C@H:20]2[N:24]3[C:25](=[O:37])[C:26]([NH:29][CH2:30][C:31]4[CH:36]=[CH:35][CH:34]=[CH:33][CH:32]=4)=[CH:27][N:28]=[C:23]3[CH2:22][CH2:21]2)=[O:19])=[CH:12][CH:11]=1)=[NH:9])([CH3:4])([CH3:3])[CH3:2].[C:39](OC(=O)NC(C1C=CC(CNC([C@H]2N3C(=O)C(N)=CN=C3CC2)=O)=CC=1)=N)(C)(C)C.[BH-](OC(C)=O)(OC(C)=O)OC(C)=O.[Na+]. No catalyst specified. The product is [C:1]([O:5][C:6](=[O:38])[NH:7][C:8](=[NH:9])[C:10]1[CH:11]=[CH:12][C:13]([CH2:16][NH:17][C:18]([C@H:20]2[N:24]3[C:25](=[O:37])[C:26]([NH:29][CH2:30][CH2:31][C:32]4[CH:33]=[CH:34][CH:35]=[CH:36][CH:39]=4)=[CH:27][N:28]=[C:23]3[CH2:22][CH2:21]2)=[O:19])=[CH:14][CH:15]=1)([CH3:3])([CH3:2])[CH3:4]. The yield is 0.540. (2) The reactants are [O:1]1[CH2:6][CH2:5][O:4][C:3]2[CH:7]=[C:8]([C:11]3[C:12]([CH3:39])=[C:13]([CH:36]=[CH:37][CH:38]=3)[CH2:14][O:15][C:16]3[C:17]([CH:34]=[CH2:35])=[CH:18][C:19]([CH:32]=[O:33])=[C:20]([CH:31]=3)[O:21]CC3C=C(C=CC=3)C#N)[CH:9]=[CH:10][C:2]1=2. The catalyst is O1CCCC1.[Pd]. The product is [O:1]1[CH2:6][CH2:5][O:4][C:3]2[CH:7]=[C:8]([C:11]3[C:12]([CH3:39])=[C:13]([CH:36]=[CH:37][CH:38]=3)[CH2:14][O:15][C:16]3[C:17]([CH2:34][CH3:35])=[CH:18][C:19]([CH:32]=[O:33])=[C:20]([OH:21])[CH:31]=3)[CH:9]=[CH:10][C:2]1=2. The yield is 0.576. (3) The yield is 0.590. The catalyst is C(Cl)Cl. The reactants are [NH2:1][C:2]1[CH:12]=[CH:11][C:5]([C:6]([O:8][CH2:9][CH3:10])=[O:7])=[CH:4][CH:3]=1.C(N(CC)CC)C.[Cl-].ClC1N(C)CC[NH+]1C.[CH3:29][O:30][C:31]1[C:32](=[O:55])[C:33]([CH3:54])=[C:34]([CH2:40][C:41]2[CH:42]=[CH:43][C:44]([O:50][C:51](=[O:53])[CH3:52])=[C:45]([CH:49]=2)[C:46](O)=[O:47])[C:35](=[O:39])[C:36]=1[O:37][CH3:38]. The product is [CH3:29][O:30][C:31]1[C:32](=[O:55])[C:33]([CH3:54])=[C:34]([CH2:40][C:41]2[CH:42]=[CH:43][C:44]([O:50][C:51](=[O:53])[CH3:52])=[C:45]([CH:49]=2)[C:46]([NH:1][C:2]2[CH:3]=[CH:4][C:5]([C:6]([O:8][CH2:9][CH3:10])=[O:7])=[CH:11][CH:12]=2)=[O:47])[C:35](=[O:39])[C:36]=1[O:37][CH3:38]. (4) The reactants are Br[C:2]1[CH:3]=[C:4]([C:14]([NH:16][CH2:17][C:18]2[C:19](=[O:26])[NH:20][C:21]([CH3:25])=[CH:22][C:23]=2[CH3:24])=[O:15])[C:5]2[CH:6]=[N:7][N:8]([CH:11]([CH3:13])[CH3:12])[C:9]=2[CH:10]=1.CC1(C)C(C)(C)OB([C:35]2[CH:47]=[CH:46][C:38]([CH2:39][N:40]3[CH2:45][CH2:44][O:43][CH2:42][CH2:41]3)=[CH:37][CH:36]=2)O1.C([O-])([O-])=O.[Na+].[Na+].CCOC(C)=O. The catalyst is O1CCOCC1.C1C=CC([P]([Pd]([P](C2C=CC=CC=2)(C2C=CC=CC=2)C2C=CC=CC=2)([P](C2C=CC=CC=2)(C2C=CC=CC=2)C2C=CC=CC=2)[P](C2C=CC=CC=2)(C2C=CC=CC=2)C2C=CC=CC=2)(C2C=CC=CC=2)C2C=CC=CC=2)=CC=1. The product is [CH3:24][C:23]1[CH:22]=[C:21]([CH3:25])[NH:20][C:19](=[O:26])[C:18]=1[CH2:17][NH:16][C:14]([C:4]1[C:5]2[CH:6]=[N:7][N:8]([CH:11]([CH3:13])[CH3:12])[C:9]=2[CH:10]=[C:2]([C:35]2[CH:36]=[CH:37][C:38]([CH2:39][N:40]3[CH2:45][CH2:44][O:43][CH2:42][CH2:41]3)=[CH:46][CH:47]=2)[CH:3]=1)=[O:15]. The yield is 0.557. (5) The reactants are Cl[C:2]1[N:10]=[C:9]([C:11]([F:14])([F:13])[F:12])[CH:8]=[CH:7][C:3]=1[C:4]([OH:6])=[O:5].C[Si](C)(C)N[Si](C)(C)C.[Li].[NH2:25][C:26]1[CH:31]=[CH:30][CH:29]=[CH:28][CH:27]=1. The catalyst is C1COCC1.C(OCC)(=O)C. The product is [C:26]1([NH:25][C:2]2[N:10]=[C:9]([C:11]([F:14])([F:13])[F:12])[CH:8]=[CH:7][C:3]=2[C:4]([OH:6])=[O:5])[CH:31]=[CH:30][CH:29]=[CH:28][CH:27]=1. The yield is 0.989.